This data is from Forward reaction prediction with 1.9M reactions from USPTO patents (1976-2016). The task is: Predict the product of the given reaction. (1) Given the reactants [F:1][C:2]([F:37])([F:36])[C:3]1[CH:4]=[C:5]([CH:29]=[C:30]([C:32]([F:35])([F:34])[F:33])[CH:31]=1)[CH2:6][N:7]([C:22]1[N:27]=[CH:26][C:25](Br)=[CH:24][N:23]=1)[CH2:8][C:9]1[CH:14]=[C:13]([C:15]([F:18])([F:17])[F:16])[CH:12]=[CH:11][C:10]=1[O:19][CH2:20][CH3:21].C(P(C(C)(C)C)C1C=CC=CC=1C1C=CC=CC=1)(C)(C)C.CC(C)([O-])C.[Na+].[NH:65]1[CH2:70][CH2:69][CH:68]([C:71]([O:73][CH2:74][CH3:75])=[O:72])[CH2:67][CH2:66]1.C(=O)(O)[O-].[Na+], predict the reaction product. The product is: [F:1][C:2]([F:37])([F:36])[C:3]1[CH:4]=[C:5]([CH:29]=[C:30]([C:32]([F:35])([F:34])[F:33])[CH:31]=1)[CH2:6][N:7]([CH2:8][C:9]1[CH:14]=[C:13]([C:15]([F:18])([F:17])[F:16])[CH:12]=[CH:11][C:10]=1[O:19][CH2:20][CH3:21])[C:22]1[N:27]=[CH:26][C:25]([N:65]2[CH2:70][CH2:69][CH:68]([C:71]([O:73][CH2:74][CH3:75])=[O:72])[CH2:67][CH2:66]2)=[CH:24][N:23]=1. (2) Given the reactants [CH:1]1([C:4]2[N:5]=[CH:6][C:7]([O:10][C@H:11]3[CH2:19][N:14]4[CH2:15][CH2:16][NH:17][CH2:18][C@@H:13]4[CH2:12]3)=[N:8][CH:9]=2)[CH2:3][CH2:2]1.[F:20][C:21]([F:32])([F:31])[C:22]1[CH:27]=[CH:26][N:25]=[C:24]([C:28](O)=[O:29])[CH:23]=1.Cl.C(N=C=NCCCN(C)C)C.[OH2:45].[OH:46]N1C2C=CC=CC=2N=N1.CCN(C(C)C)C(C)C, predict the reaction product. The product is: [CH:1]1([C:4]2[N:5]=[CH:6][C:7]([O:10][C@H:11]3[CH2:19][N:14]4[CH2:15][CH2:16][N:17]([C:28]([C:24]5[CH:23]=[C:22]([C:21]([F:32])([F:20])[F:31])[CH:27]=[CH:26][N:25]=5)=[O:29])[CH2:18][C@@H:13]4[CH2:12]3)=[N:8][CH:9]=2)[CH2:3][CH2:2]1.[F:20][C:21]([F:32])([F:31])[C:22]([OH:46])=[O:45].